From a dataset of Peptide-MHC class I binding affinity with 185,985 pairs from IEDB/IMGT. Regression. Given a peptide amino acid sequence and an MHC pseudo amino acid sequence, predict their binding affinity value. This is MHC class I binding data. (1) The peptide sequence is KGPDKLQVY. The MHC is HLA-A01:01 with pseudo-sequence HLA-A01:01. The binding affinity (normalized) is 0.0847. (2) The peptide sequence is RQIRMTSTI. The MHC is HLA-A68:23 with pseudo-sequence HLA-A68:23. The binding affinity (normalized) is 0.440. (3) The peptide sequence is MPLGVVTNS. The binding affinity (normalized) is 0.125. The MHC is HLA-A02:01 with pseudo-sequence HLA-A02:01. (4) The peptide sequence is RLIVFPDLGV. The MHC is HLA-A02:01 with pseudo-sequence HLA-A02:01. The binding affinity (normalized) is 0.558. (5) The peptide sequence is RRGGRWILAIP. The MHC is HLA-B27:05 with pseudo-sequence HLA-B27:05. The binding affinity (normalized) is 0.515. (6) The peptide sequence is KLDKWEKIR. The MHC is HLA-A74:01 with pseudo-sequence HLA-A74:01. The binding affinity (normalized) is 0.483. (7) The peptide sequence is FTNSQIFNII. The MHC is HLA-A02:03 with pseudo-sequence HLA-A02:03. The binding affinity (normalized) is 0.434.